This data is from Forward reaction prediction with 1.9M reactions from USPTO patents (1976-2016). The task is: Predict the product of the given reaction. (1) Given the reactants [CH2:1]([O:8][C:9]1[CH:16]=[CH:15][C:12](C=O)=[C:11]([O:17][CH:18]([CH3:20])[CH3:19])[CH:10]=1)[C:2]1[CH:7]=[CH:6][CH:5]=[CH:4][CH:3]=1.[OH:21]O, predict the reaction product. The product is: [CH2:1]([O:8][C:9]1[CH:16]=[CH:15][C:12]([OH:21])=[C:11]([O:17][CH:18]([CH3:20])[CH3:19])[CH:10]=1)[C:2]1[CH:7]=[CH:6][CH:5]=[CH:4][CH:3]=1. (2) Given the reactants [Cl:1][C:2]1[CH:21]=[CH:20][C:19]([CH2:22][NH:23][C:24]([C:26]([CH3:29])([CH3:28])[CH3:27])=[O:25])=[CH:18][C:3]=1[C:4]([NH:6][C:7]1[CH:8]=[C:9]([F:17])[C:10]([F:16])=[C:11]([CH:15]=1)[C:12]([OH:14])=O)=[O:5].[Br:30][C:31]1[CH:37]=[CH:36][C:34]([NH2:35])=[CH:33][CH:32]=1, predict the reaction product. The product is: [F:17][C:9]1[CH:8]=[C:7]([NH:6][C:4](=[O:5])[C:3]2[CH:18]=[C:19]([CH2:22][NH:23][C:24]([C:26]([CH3:29])([CH3:28])[CH3:27])=[O:25])[CH:20]=[CH:21][C:2]=2[Cl:1])[CH:15]=[C:11]([C:12]([NH:35][C:34]2[CH:36]=[CH:37][C:31]([Br:30])=[CH:32][CH:33]=2)=[O:14])[C:10]=1[F:16]. (3) Given the reactants [Cl:1][C:2]1[CH:7]=[C:6]([O:8][C:9]2[C:10]3[N:17]([CH3:18])[C:16]([CH2:19][O:20]C4CCCCO4)=[CH:15][C:11]=3[N:12]=[CH:13][N:14]=2)[CH:5]=[CH:4][C:3]=1[NH:27][C:28]([NH:30][C:31]1[CH:36]=[CH:35][CH:34]=[C:33]([C:37]([F:40])([F:39])[F:38])[CH:32]=1)=[O:29].O.C1(C)C=CC(S(O)(=O)=O)=CC=1, predict the reaction product. The product is: [Cl:1][C:2]1[CH:7]=[C:6]([O:8][C:9]2[C:10]3[N:17]([CH3:18])[C:16]([CH2:19][OH:20])=[CH:15][C:11]=3[N:12]=[CH:13][N:14]=2)[CH:5]=[CH:4][C:3]=1[NH:27][C:28]([NH:30][C:31]1[CH:36]=[CH:35][CH:34]=[C:33]([C:37]([F:40])([F:38])[F:39])[CH:32]=1)=[O:29]. (4) Given the reactants Br[CH:2]([CH3:4])[CH3:3].[Mg].[CH:6]([C:8]1[CH:9]=[C:10]([S:24]([NH:27][C:28](=[O:34])[O:29][C:30]([CH3:33])([CH3:32])[CH3:31])(=[O:26])=[O:25])[CH:11]=[CH:12][C:13]=1[O:14][C:15]1[CH:20]=[CH:19][C:18]([S:21][CH3:22])=[C:17]([CH3:23])[CH:16]=1)=[O:7], predict the reaction product. The product is: [OH:7][CH:6]([C:8]1[CH:9]=[C:10]([S:24]([NH:27][C:28](=[O:34])[O:29][C:30]([CH3:31])([CH3:33])[CH3:32])(=[O:25])=[O:26])[CH:11]=[CH:12][C:13]=1[O:14][C:15]1[CH:20]=[CH:19][C:18]([S:21][CH3:22])=[C:17]([CH3:23])[CH:16]=1)[CH:2]([CH3:4])[CH3:3]. (5) Given the reactants [CH3:1][O:2][C:3]1[CH:4]=[CH:5][C:6]2[C:11](=[O:12])[N:10]([C:13]3[CH:18]=[CH:17][C:16]([O:19][CH2:20][C:21]([F:24])([F:23])[F:22])=[CH:15][CH:14]=3)[C:9](=[S:25])[NH:8][C:7]=2[N:26]=1.[C:27](=O)([O-])O.[Na+].IC.CN(C)C=O, predict the reaction product. The product is: [CH3:1][O:2][C:3]1[CH:4]=[CH:5][C:6]2[C:11](=[O:12])[N:10]([C:13]3[CH:14]=[CH:15][C:16]([O:19][CH2:20][C:21]([F:24])([F:23])[F:22])=[CH:17][CH:18]=3)[C:9]([S:25][CH3:27])=[N:8][C:7]=2[N:26]=1. (6) Given the reactants [C:1](Cl)(=[O:3])[CH3:2].Cl.[Br:6][C:7]1[CH:8]=[CH:9][C:10]([F:15])=[C:11]([CH:14]=1)[CH2:12][NH2:13].C(N(C(C)C)CC)(C)C, predict the reaction product. The product is: [Br:6][C:7]1[CH:8]=[CH:9][C:10]([F:15])=[C:11]([CH:14]=1)[CH2:12][NH:13][C:1](=[O:3])[CH3:2].